Predict the reactants needed to synthesize the given product. From a dataset of Full USPTO retrosynthesis dataset with 1.9M reactions from patents (1976-2016). (1) Given the product [Cl:28][C:29]1[N:34]=[N:33][CH:32]=[C:31]([C:35]([N:48]2[CH2:49][CH2:50][CH2:51][CH:46]([C:43]3[CH:44]=[CH:45][C:40]([Cl:39])=[CH:41][C:42]=3[O:52][CH2:53][CH3:54])[CH2:47]2)=[O:37])[CH:30]=1, predict the reactants needed to synthesize it. The reactants are: ClC1N=NC=C(C(N2CCCC(C3C=CC(C(F)(F)F)=CC=3OC)C2)=O)C=1.[Cl:28][C:29]1[N:34]=[N:33][CH:32]=[C:31]([C:35]([OH:37])=O)[CH:30]=1.Cl.[Cl:39][C:40]1[CH:45]=[CH:44][C:43]([CH:46]2[CH2:51][CH2:50][CH2:49][NH:48][CH2:47]2)=[C:42]([O:52][CH2:53][CH3:54])[CH:41]=1. (2) Given the product [F:19][C:13]1[CH:14]=[CH:15][CH:16]=[C:17]([F:18])[C:12]=1[C:11]([NH:10][C:9]1[C:5]([C:3]2[N:21]=[C:22]3[CH:27]=[CH:26][CH:25]=[CH:24][N:23]3[CH:2]=2)=[N:6][NH:7][CH:8]=1)=[O:20], predict the reactants needed to synthesize it. The reactants are: Br[CH2:2][C:3]([C:5]1[C:9]([NH:10][C:11](=[O:20])[C:12]2[C:17]([F:18])=[CH:16][CH:15]=[CH:14][C:13]=2[F:19])=[CH:8][NH:7][N:6]=1)=O.[NH2:21][C:22]1[CH:27]=[CH:26][CH:25]=[CH:24][N:23]=1. (3) Given the product [C:3]1([C:2]([NH:10][C@@H:16]([C:14]([O:13][CH2:12][CH3:11])=[O:15])[CH3:17])([CH3:9])[CH3:1])[CH:8]=[CH:7][CH:6]=[CH:5][CH:4]=1, predict the reactants needed to synthesize it. The reactants are: [CH3:1][C:2]([NH2:10])([CH3:9])[C:3]1[CH:8]=[CH:7][CH:6]=[CH:5][CH:4]=1.[CH3:11][CH2:12][O:13][C:14]([C@@H:16](OS(C(F)(F)F)(=O)=O)[CH3:17])=[O:15]. (4) Given the product [OH:29][CH2:28][C@H:27]([NH2:26])[C:30]1[CH:31]=[N:32][C:33]([C:36]([F:37])([F:38])[F:39])=[CH:34][CH:35]=1.[C:35]1([C@H:30]2[CH2:31][C@@H:27]2[C:28]([OH:15])=[O:29])[CH:14]=[CH:13][CH:36]=[CH:33][CH:34]=1, predict the reactants needed to synthesize it. The reactants are: Cl.C(N([CH2:13][CH3:14])CCCN=C=NCC)C.[OH:15]N1C2C=CC=CC=2N=N1.Cl.[NH2:26][C@H:27]([C:30]1[CH:31]=[N:32][C:33]([C:36]([F:39])([F:38])[F:37])=[CH:34][CH:35]=1)[CH2:28][OH:29].C(N(CC)C(C)C)(C)C.